Dataset: Reaction yield outcomes from USPTO patents with 853,638 reactions. Task: Predict the reaction yield, written as a fraction of the theoretical maximum amount of product (1.0 means a 100% yield; for example, 0.34 means a 34% yield). The reactants are [CH3:1][O:2][C:3](=[O:22])[C:4]1[CH:9]=[C:8]([CH:10]([OH:13])[CH2:11][CH3:12])[C:7]([C:14]([F:17])([F:16])[F:15])=[CH:6][C:5]=1[NH:18]C(=O)C.O.[C:24]1(C)[CH:29]=CC(S(O)(=O)=O)=C[CH:25]=1. The catalyst is CC(O)C.O.CCOC(C)=O. The product is [CH3:1][O:2][C:3](=[O:22])[C:4]1[CH:9]=[C:8]([CH:10]([O:13][CH:24]([CH3:29])[CH3:25])[CH2:11][CH3:12])[C:7]([C:14]([F:15])([F:16])[F:17])=[CH:6][C:5]=1[NH2:18]. The yield is 0.120.